This data is from Reaction yield outcomes from USPTO patents with 853,638 reactions. The task is: Predict the reaction yield, written as a fraction of the theoretical maximum amount of product (1.0 means a 100% yield; for example, 0.34 means a 34% yield). (1) The reactants are Br[C:2]1[N:7]=[N:6][C:5]([NH:8][CH2:9][C:10]2[CH:15]=[CH:14][C:13]([Cl:16])=[CH:12][CH:11]=2)=[CH:4][CH:3]=1.C([Li])CCC.Cl[Si](C)(C)CC[Si](Cl)(C)C.C([Li])(C)(C)C.C([Cu])#N.[C:40]([O:44][C:45]([N:47]1[C:51]2=[N:52][CH:53]=[CH:54][CH:55]=[C:50]2[C:49]([CH2:56]Cl)=[CH:48]1)=[O:46])([CH3:43])([CH3:42])[CH3:41]. The catalyst is O1CCCC1.CCCCCC.O. The product is [C:40]([O:44][C:45]([N:47]1[C:51]2=[N:52][CH:53]=[CH:54][CH:55]=[C:50]2[C:49]([CH2:56][C:2]2[N:7]=[N:6][C:5]([NH:8][CH2:9][C:10]3[CH:15]=[CH:14][C:13]([Cl:16])=[CH:12][CH:11]=3)=[CH:4][CH:3]=2)=[CH:48]1)=[O:46])([CH3:43])([CH3:42])[CH3:41]. The yield is 0.238. (2) The reactants are [NH2:1][C:2]1[CH:25]=[CH:24][C:5]([O:6][C:7]2[C:16]3[C:11](=[CH:12][C:13]([O:19][CH2:20][C@H:21]4[CH2:23][O:22]4)=[C:14]([C:17]#[N:18])[CH:15]=3)[N:10]=[CH:9][CH:8]=2)=[CH:4][CH:3]=1.C1(O[C:33](=[O:40])[NH:34][C:35]2[S:36][CH:37]=[CH:38][N:39]=2)C=CC=CC=1.C(OCC)(=O)C.O1CCCC1.[NH:52]1[CH2:56][CH2:55][CH2:54][CH2:53]1. The catalyst is CS(C)=O.CN(C)C=O.CO.C(OCC)(=O)C.O. The product is [C:17]([C:14]1[CH:15]=[C:16]2[C:11](=[CH:12][C:13]=1[O:19][CH2:20][C@H:21]([OH:22])[CH2:23][N:52]1[CH2:56][CH2:55][CH2:54][CH2:53]1)[N:10]=[CH:9][CH:8]=[C:7]2[O:6][C:5]1[CH:4]=[CH:3][C:2]([NH:1][C:33]([NH:34][C:35]2[S:36][CH:37]=[CH:38][N:39]=2)=[O:40])=[CH:25][CH:24]=1)#[N:18]. The yield is 0.0900. (3) The reactants are C(O[C:6](=O)[N:7]([CH2:9][C:10]1[CH:14]=[C:13]([C:15]2[CH:20]=[C:19]([O:21][CH3:22])[CH:18]=[CH:17][C:16]=2[F:23])[N:12]([S:24]([C:27]2[CH:28]=[N:29][CH:30]=[CH:31][CH:32]=2)(=[O:26])=[O:25])[CH:11]=1)C)(C)(C)C.[C:34]([O:37]CC)(=[O:36])[CH3:35].Cl.C([OH:43])C. No catalyst specified. The product is [C:19]([OH:21])(=[O:43])/[CH:20]=[CH:35]/[C:34]([OH:37])=[O:36].[F:23][C:16]1[CH:17]=[CH:18][C:19]([O:21][CH3:22])=[CH:20][C:15]=1[C:13]1[N:12]([S:24]([C:27]2[CH:28]=[N:29][CH:30]=[CH:31][CH:32]=2)(=[O:26])=[O:25])[CH:11]=[C:10]([CH2:9][NH:7][CH3:6])[CH:14]=1. The yield is 0.780.